This data is from Reaction yield outcomes from USPTO patents with 853,638 reactions. The task is: Predict the reaction yield, written as a fraction of the theoretical maximum amount of product (1.0 means a 100% yield; for example, 0.34 means a 34% yield). (1) The reactants are [NH2:1][C:2]1[N:3]=[C:4]([N:19]2[CH2:24][CH2:23][N:22]([C:25](=[O:35])[CH2:26][O:27][C:28]3[CH:33]=[CH:32][C:31]([Cl:34])=[CH:30][CH:29]=3)[CH2:21][CH2:20]2)[C:5]2[N:10]=[C:9]([CH2:11][C:12]3[CH:17]=[CH:16][C:15]([Cl:18])=[CH:14][CH:13]=3)[S:8][C:6]=2[N:7]=1.[OH-].[Na+].[CH3:38]I. The catalyst is CN(C=O)C.ClCCl. The product is [NH2:1][C:2]1[N:3]=[C:4]([N:19]2[CH2:24][CH2:23][N:22]([C:25](=[O:35])[CH2:26][O:27][C:28]3[CH:29]=[CH:30][C:31]([Cl:34])=[CH:32][CH:33]=3)[CH2:21][CH2:20]2)[C:5]2[N:10]=[C:9]([CH:11]([C:12]3[CH:17]=[CH:16][C:15]([Cl:18])=[CH:14][CH:13]=3)[CH3:38])[S:8][C:6]=2[N:7]=1. The yield is 0.740. (2) The reactants are Cl[C:2]1[N:7]=[C:6]([N:8]2[CH2:13][CH2:12][O:11][CH2:10][CH2:9]2)[N:5]=[C:4]([N:14]2[C:18]3[CH:19]=[CH:20][CH:21]=[CH:22][C:17]=3[N:16]=[C:15]2[CH:23]([F:25])[F:24])[N:3]=1.Cl.[CH3:27][C@H:28]1[O:33][CH2:32][CH2:31][NH:30][C@H:29]1[CH3:34].C(=O)([O-])[O-].[K+].[K+].CN(C=O)C. The catalyst is O. The product is [F:25][CH:23]([F:24])[C:15]1[N:14]([C:4]2[N:3]=[C:2]([N:30]3[CH2:31][CH2:32][O:33][C@@H:28]([CH3:27])[C@H:29]3[CH3:34])[N:7]=[C:6]([N:8]3[CH2:13][CH2:12][O:11][CH2:10][CH2:9]3)[N:5]=2)[C:18]2[CH:19]=[CH:20][CH:21]=[CH:22][C:17]=2[N:16]=1. The yield is 0.870. (3) The catalyst is ClCCl. The yield is 0.790. The reactants are [CH3:1][NH:2][NH2:3].C(N(CC)CC)C.[C:11]([O:15][C:16](=[O:19])[CH2:17]Br)([CH3:14])([CH3:13])[CH3:12]. The product is [CH3:1][N:2]([CH2:17][C:16]([O:15][C:11]([CH3:14])([CH3:13])[CH3:12])=[O:19])[NH2:3]. (4) The reactants are Br[C:2]1[CH:7]=[C:6]([C:8]2[N:9]=[C:10]([NH:13][C:14]3[CH:19]=[CH:18][CH:17]=[C:16]([CH3:20])[CH:15]=3)[S:11][CH:12]=2)[CH:5]=[CH:4][N:3]=1.[CH2:21]([OH:24])[C:22]#[CH:23]. The catalyst is CCN(CC)CC.CN(C=O)C.O.Cl[Pd](Cl)([P](C1C=CC=CC=1)(C1C=CC=CC=1)C1C=CC=CC=1)[P](C1C=CC=CC=1)(C1C=CC=CC=1)C1C=CC=CC=1.[Cu]I. The product is [CH3:20][C:16]1[CH:15]=[C:14]([NH:13][C:10]2[S:11][CH:12]=[C:8]([C:6]3[CH:5]=[CH:4][N:3]=[C:2]([C:23]#[C:22][CH2:21][OH:24])[CH:7]=3)[N:9]=2)[CH:19]=[CH:18][CH:17]=1. The yield is 0.810.